From a dataset of Full USPTO retrosynthesis dataset with 1.9M reactions from patents (1976-2016). Predict the reactants needed to synthesize the given product. (1) Given the product [CH3:1][C:2]1[C:6]([C:7]2[CH:8]=[C:9]([N+:14]([O-:16])=[O:15])[C:10]([NH2:11])=[C:12]([I:18])[CH:13]=2)=[C:5]([CH3:17])[O:4][N:3]=1, predict the reactants needed to synthesize it. The reactants are: [CH3:1][C:2]1[C:6]([C:7]2[CH:13]=[CH:12][C:10]([NH2:11])=[C:9]([N+:14]([O-:16])=[O:15])[CH:8]=2)=[C:5]([CH3:17])[O:4][N:3]=1.[I:18]I. (2) Given the product [C:27]1([CH3:47])[CH:32]=[CH:31][C:30]([S:33]([O:16][CH2:15][C@H:13]2[CH2:12][C@@H:11]([C:8]3[N:4]4[CH:5]=[CH:6][N:7]=[C:2]([Cl:1])[C:3]4=[CH:10][N:9]=3)[CH2:14]2)(=[O:35])=[O:34])=[CH:29][CH:28]=1.[C:43]1([CH3:46])[CH:42]=[CH:41][C:40]([S:37]([O:36][CH2:15][C@H:13]2[CH2:14][C@H:11]([C:8]3[N:4]4[CH:5]=[CH:6][N:7]=[C:2]([Cl:1])[C:3]4=[CH:10][N:9]=3)[CH2:12]2)(=[O:38])=[O:39])=[CH:45][CH:44]=1, predict the reactants needed to synthesize it. The reactants are: [Cl:1][C:2]1[C:3]2[N:4]([C:8]([CH:11]3[CH2:14][CH:13]([CH2:15][OH:16])[CH2:12]3)=[N:9][CH:10]=2)[CH:5]=[CH:6][N:7]=1.C1(O)CCCC(O)CCC1.[C:27]1([CH3:47])[CH:32]=[CH:31][C:30]([S:33]([O:36][S:37]([C:40]2[CH:45]=[CH:44][C:43]([CH3:46])=[CH:42][CH:41]=2)(=[O:39])=[O:38])(=[O:35])=[O:34])=[CH:29][CH:28]=1.CCN(C(C)C)C(C)C. (3) Given the product [N:10]12[CH2:11][CH2:12][C:13]([C:18]([C:5]3[CH:6]=[CH:7][C:2]([F:1])=[CH:3][CH:4]=3)([C:5]3[CH:6]=[CH:7][C:2]([F:1])=[CH:3][CH:4]=3)[OH:20])([CH2:14][CH2:15]1)[CH2:16][CH2:17]2, predict the reactants needed to synthesize it. The reactants are: [F:1][C:2]1[CH:7]=[CH:6][C:5]([Mg]Br)=[CH:4][CH:3]=1.[N:10]12[CH2:17][CH2:16][C:13]([C:18]([O:20]CC)=O)([CH2:14][CH2:15]1)[CH2:12][CH2:11]2. (4) Given the product [C:34]([O:33][C:31]([N:27]1[CH2:28][CH2:29][CH2:30][C@H:26]1[C:24](=[O:25])/[C:23](/[C:22]([O:21][CH2:19][CH3:20])=[O:38])=[CH:1]/[C:3]1[CH:8]=[CH:7][C:6]([CH2:9][C:10]([OH:12])=[O:11])=[CH:5][CH:4]=1)=[O:32])([CH3:36])([CH3:37])[CH3:35], predict the reactants needed to synthesize it. The reactants are: [CH:1]([C:3]1[CH:8]=[CH:7][C:6]([CH2:9][C:10]([OH:12])=[O:11])=[CH:5][CH:4]=1)=O.N1CCCCC1.[CH2:19]([O:21][C:22](=[O:38])[CH2:23][C:24]([C@@H:26]1[CH2:30][CH2:29][CH2:28][N:27]1[C:31]([O:33][C:34]([CH3:37])([CH3:36])[CH3:35])=[O:32])=[O:25])[CH3:20]. (5) Given the product [C:10]([O:14][C:15](=[O:46])[NH:16][C:17]1([CH2:43][CH2:44][CH2:45][OH:47])[CH2:22][CH2:21][CH:20]([O:23][C:24]2[CH:25]=[C:26]3[C:31](=[CH:32][C:33]=2[Cl:34])[C:30]([O:35][CH2:36][C:37]2[CH:42]=[CH:41][CH:40]=[CH:39][CH:38]=2)=[N:29][CH:28]=[CH:27]3)[CH2:19][CH2:18]1)([CH3:13])([CH3:12])[CH3:11], predict the reactants needed to synthesize it. The reactants are: B1C2CCCC1CCC2.[C:10]([O:14][C:15](=[O:46])[NH:16][C:17]1([CH2:43][CH:44]=[CH2:45])[CH2:22][CH2:21][CH:20]([O:23][C:24]2[CH:25]=[C:26]3[C:31](=[CH:32][C:33]=2[Cl:34])[C:30]([O:35][CH2:36][C:37]2[CH:42]=[CH:41][CH:40]=[CH:39][CH:38]=2)=[N:29][CH:28]=[CH:27]3)[CH2:19][CH2:18]1)([CH3:13])([CH3:12])[CH3:11].[OH-:47].[Na+].OO. (6) Given the product [CH3:22][O:21][CH2:20][CH2:19][CH2:18][O:17][C:3]1[CH:4]=[C:5]([C:8]([CH3:16])([CH3:15])[CH2:9][C:10]([O:12][CH2:13][CH3:14])=[O:11])[CH:6]=[CH:7][C:2]=1[O:1][S:37]([C:40]([F:43])([F:42])[F:41])(=[O:39])=[O:38], predict the reactants needed to synthesize it. The reactants are: [OH:1][C:2]1[CH:7]=[CH:6][C:5]([C:8]([CH3:16])([CH3:15])[CH2:9][C:10]([O:12][CH2:13][CH3:14])=[O:11])=[CH:4][C:3]=1[O:17][CH2:18][CH2:19][CH2:20][O:21][CH3:22].C(N(CC)CC)C.C1C=CC(N([S:37]([C:40]([F:43])([F:42])[F:41])(=[O:39])=[O:38])[S:37]([C:40]([F:43])([F:42])[F:41])(=[O:39])=[O:38])=CC=1.[Cl-].[NH4+]. (7) Given the product [N:71]([CH:51]([C:40]1[C:41]([C:45]2[CH:50]=[CH:49][CH:48]=[CH:47][CH:46]=2)=[N:42][C:43]2[C:38]([CH:39]=1)=[CH:37][CH:36]=[C:35]([F:34])[CH:44]=2)[CH2:52][CH2:53][CH:54]=[CH2:55])=[N+:72]=[N-:73], predict the reactants needed to synthesize it. The reactants are: C1(P(C2C=CC=CC=2)C2C=CC=CC=2)C=CC=CC=1.CC(OC(/N=N/C(OC(C)C)=O)=O)C.[F:34][C:35]1[CH:44]=[C:43]2[C:38]([CH:39]=[C:40]([CH:51](O)[CH2:52][CH2:53][CH:54]=[CH2:55])[C:41]([C:45]3[CH:50]=[CH:49][CH:48]=[CH:47][CH:46]=3)=[N:42]2)=[CH:37][CH:36]=1.C1C=CC(P([N:71]=[N+:72]=[N-:73])(C2C=CC=CC=2)=O)=CC=1.